From a dataset of CYP2C19 inhibition data for predicting drug metabolism from PubChem BioAssay. Regression/Classification. Given a drug SMILES string, predict its absorption, distribution, metabolism, or excretion properties. Task type varies by dataset: regression for continuous measurements (e.g., permeability, clearance, half-life) or binary classification for categorical outcomes (e.g., BBB penetration, CYP inhibition). Dataset: cyp2c19_veith. (1) The drug is COc1ccc(CNc2ncnc3ccc(-c4cccc(NS(C)(=O)=O)c4)cc23)c(OC)c1. The result is 1 (inhibitor). (2) The compound is O.O=C(O)[C@@H](O)[C@@H](O)[C@@H]1O[Sb]O[C@@H]1CO. The result is 0 (non-inhibitor). (3) The molecule is O=C(/C=C\NCC(=O)c1ccccc1)c1ccc(F)cc1. The result is 1 (inhibitor). (4) The molecule is CCOC(=O)CSC1=C(C#N)C(c2sccc2C)CC(=O)N1. The result is 1 (inhibitor). (5) The drug is Cc1ccccc1C(=O)NC(=S)NCC(=O)c1ccccc1. The result is 1 (inhibitor). (6) The compound is C[C@H]1C[C@H]2[C@@H]3CC[C@](O)(C(=O)CO)[C@@]3(C)C[C@H](O)[C@H]2[C@@]2(C)C=CC(=O)C=C12. The result is 0 (non-inhibitor). (7) The molecule is O=[N+]([O-])c1ccc(N2CCCC2)cc1NCc1ccccc1. The result is 1 (inhibitor).